The task is: Predict the reactants needed to synthesize the given product.. This data is from Full USPTO retrosynthesis dataset with 1.9M reactions from patents (1976-2016). (1) Given the product [CH3:1][C:2]1[N:3]=[C:4]([CH:11]=[O:12])[CH:5]=[CH:6][C:7]=1[N+:8]([O-:10])=[O:9], predict the reactants needed to synthesize it. The reactants are: [CH3:1][C:2]1[C:7]([N+:8]([O-:10])=[O:9])=[CH:6][CH:5]=[C:4]([CH3:11])[N:3]=1.[O:12]1CCOCC1. (2) Given the product [O:30]=[C:15]1[CH:16]=[C:17]([C:20]2[CH:21]=[CH:22][C:23]([C:26]([F:27])([F:28])[F:29])=[CH:24][CH:25]=2)[CH:18]=[CH:19][N:14]1[C:10]1[CH:9]=[C:8]2[C:13](=[CH:12][CH:11]=1)[N:5]([CH2:4][CH:3]=[O:2])[N:6]=[CH:7]2, predict the reactants needed to synthesize it. The reactants are: C[O:2][CH:3](OC)[CH2:4][N:5]1[C:13]2[C:8](=[CH:9][C:10]([N:14]3[CH:19]=[CH:18][C:17]([C:20]4[CH:25]=[CH:24][C:23]([C:26]([F:29])([F:28])[F:27])=[CH:22][CH:21]=4)=[CH:16][C:15]3=[O:30])=[CH:11][CH:12]=2)[CH:7]=[N:6]1.Cl.O. (3) Given the product [F:28][CH:8]([F:7])[O:9][C:10]1[CH:18]=[CH:17][C:16]([B:19]2[O:23][C:22]([CH3:24])([CH3:25])[C:21]([CH3:27])([CH3:26])[O:20]2)=[CH:15][C:11]=1[C:12]([NH:14][CH3:1])=[O:13], predict the reactants needed to synthesize it. The reactants are: [C:1](=O)([O-])[O-].[K+].[K+].[F:7][CH:8]([F:28])[O:9][C:10]1[CH:18]=[CH:17][C:16]([B:19]2[O:23][C:22]([CH3:25])([CH3:24])[C:21]([CH3:27])([CH3:26])[O:20]2)=[CH:15][C:11]=1[C:12]([NH2:14])=[O:13]. (4) Given the product [CH3:43][N:42]([CH3:45])[CH2:41][CH2:40][CH2:39][NH:1][C:2]1[CH:7]=[CH:6][C:5]([S:8]([CH3:37])(=[O:36])=[N:9][C:10](=[O:35])[C:11]2[CH:16]=[C:15]([C:17]#[C:18][C:19]3[CH:24]=[CH:23][CH:22]=[C:21]([NH:25][C:26]([C:28]4[N:32]([CH3:33])[N:31]=[C:30]([CH3:34])[CH:29]=4)=[O:27])[CH:20]=3)[CH:14]=[N:13][CH:12]=2)=[CH:4][CH:3]=1, predict the reactants needed to synthesize it. The reactants are: [NH2:1][C:2]1[CH:7]=[CH:6][C:5]([S:8]([CH3:37])(=[O:36])=[N:9][C:10](=[O:35])[C:11]2[CH:16]=[C:15]([C:17]#[C:18][C:19]3[CH:24]=[CH:23][CH:22]=[C:21]([NH:25][C:26]([C:28]4[N:32]([CH3:33])[N:31]=[C:30]([CH3:34])[CH:29]=4)=[O:27])[CH:20]=3)[CH:14]=[N:13][CH:12]=2)=[CH:4][CH:3]=1.Cl[CH2:39][CH2:40][CH2:41][N:42]([CH2:45]C)[CH2:43]C. (5) The reactants are: [N:1]1([C:6]2[CH:11]=[CH:10][C:9]([CH2:12][N:13]3[C:18]4[CH:19]=[CH:20][S:21][C:17]=4[C:16]4=[N:22][NH:23][C:24](=[O:25])[C:15]4=[N:14]3)=[CH:8][CH:7]=2)[CH:5]=[CH:4][CH:3]=[N:2]1.I[C:27]1[CH:32]=[CH:31][CH:30]=[CH:29][C:28]=1[CH3:33].CN[C@@H]1CCCC[C@H]1NC.P([O-])([O-])([O-])=O.[K+].[K+].[K+].C(=O)(O)[O-].[Na+]. Given the product [CH3:33][C:28]1[CH:29]=[CH:30][CH:31]=[CH:32][C:27]=1[N:23]1[C:24](=[O:25])[C:15]2=[N:14][N:13]([CH2:12][C:9]3[CH:8]=[CH:7][C:6]([N:1]4[CH:5]=[CH:4][CH:3]=[N:2]4)=[CH:11][CH:10]=3)[C:18]3[CH:19]=[CH:20][S:21][C:17]=3[C:16]2=[N:22]1, predict the reactants needed to synthesize it.